Dataset: Forward reaction prediction with 1.9M reactions from USPTO patents (1976-2016). Task: Predict the product of the given reaction. (1) The product is: [CH:11]([N:8]1[C:9]2[CH:10]=[C:2]([C:35]3[CH:36]=[CH:37][CH:38]=[C:33]([CH2:32][N:31]([CH3:48])[CH3:30])[CH:34]=3)[CH:3]=[C:4]([C:16]([NH:18][CH2:19][C:20]3[C:21](=[O:28])[NH:22][C:23]([CH3:27])=[CH:24][C:25]=3[CH3:26])=[O:17])[C:5]=2[C:6]([CH3:15])=[CH:7]1)([CH2:13][CH3:14])[CH3:12]. Given the reactants Br[C:2]1[CH:3]=[C:4]([C:16]([NH:18][CH2:19][C:20]2[C:21](=[O:28])[NH:22][C:23]([CH3:27])=[CH:24][C:25]=2[CH3:26])=[O:17])[C:5]2[C:6]([CH3:15])=[CH:7][N:8]([CH:11]([CH2:13][CH3:14])[CH3:12])[C:9]=2[CH:10]=1.Cl.[CH3:30][N:31]([CH3:48])[CH2:32][C:33]1[CH:38]=[CH:37][CH:36]=[C:35](B2OC(C)(C)C(C)(C)O2)[CH:34]=1.P([O-])([O-])([O-])=O.[K+].[K+].[K+].O1CCOCC1, predict the reaction product. (2) Given the reactants F[C:2](F)(F)[C:3]1[CH:8]=[CH:7][C:6]([C:9]2[C:18](=[O:19])[C:17]3[C:12](=[CH:13][CH:14]=[N:15][C:16]=3[NH:20]C3C=CC=CC=3)[NH:11][CH:10]=2)=[CH:5][CH:4]=1.Cl[C:30]1[CH:35]=[CH:34][C:33]([CH2:36][C:37](OCC)=O)=[CH:32][CH:31]=1.FC(F)(F)C1C=CC(CC(OCC)=O)=CC=1.C(N)CC1C=CC=CC=1.NC1C=CC=CC=1, predict the reaction product. The product is: [C:3]1([CH3:2])[CH:8]=[CH:7][C:6]([C:9]2[C:18](=[O:19])[C:17]3[C:12](=[CH:13][CH:14]=[N:15][C:16]=3[NH:20][CH2:37][CH2:36][C:33]3[CH:34]=[CH:35][CH:30]=[CH:31][CH:32]=3)[NH:11][CH:10]=2)=[CH:5][CH:4]=1. (3) Given the reactants [CH3:1][C@@:2]12[C:8]([CH3:10])([CH3:9])[C@@H:5]([CH2:6][CH2:7]1)[C:4](=O)[C:3]2=O.COP([CH2:19][C:20]([C:22]1[CH:27]=[C:26]([F:28])[C:25]([F:29])=[CH:24][C:23]=1[Cl:30])=O)(=O)OC.O.[NH2:32][NH2:33], predict the reaction product. The product is: [Cl:30][C:23]1[CH:24]=[C:25]([F:29])[C:26]([F:28])=[CH:27][C:22]=1[C:20]1[CH:19]=[C:4]2[C:3]([C@:2]3([CH3:1])[C:8]([CH3:10])([CH3:9])[C@H:5]2[CH2:6][CH2:7]3)=[N:33][N:32]=1. (4) Given the reactants COC[O:4][C:5]1[CH:10]=[CH:9][CH:8]=[CH:7][C:6]=1[O:11][C:12]([F:15])([F:14])[F:13].CN(C)[CH:18]=[O:19].Cl, predict the reaction product. The product is: [OH:4][C:5]1[C:6]([O:11][C:12]([F:13])([F:14])[F:15])=[CH:7][CH:8]=[CH:9][C:10]=1[CH:18]=[O:19].